From a dataset of Reaction yield outcomes from USPTO patents with 853,638 reactions. Predict the reaction yield, written as a fraction of the theoretical maximum amount of product (1.0 means a 100% yield; for example, 0.34 means a 34% yield). (1) The reactants are [F:1][C:2]1[CH:7]=[CH:6][CH:5]=[C:4]([F:8])[C:3]=1[C:9]1[O:10][C:11]([NH:19][C:20]2[CH:25]=[CH:24][CH:23]=[CH:22][CH:21]=2)=[C:12]([C:14]([O:16]CC)=[O:15])[N:13]=1.[OH-].C[Sn+](C)C. The catalyst is ClCCCl.C(Cl)Cl. The product is [F:1][C:2]1[CH:7]=[CH:6][CH:5]=[C:4]([F:8])[C:3]=1[C:9]1[O:10][C:11]([NH:19][C:20]2[CH:25]=[CH:24][CH:23]=[CH:22][CH:21]=2)=[C:12]([C:14]([OH:16])=[O:15])[N:13]=1. The yield is 0.410. (2) The reactants are [N:1]([CH2:4][C:5]1[CH:10]=[CH:9][C:8]([C:11]2[N:15]=[CH:14][N:13]([C:16]3[CH:21]=[CH:20][C:19]([O:22][C:23]([F:29])([F:28])[C:24]([F:27])([F:26])[F:25])=[CH:18][CH:17]=3)[N:12]=2)=[CH:7][CH:6]=1)=[N+]=[N-]. The catalyst is C(OCC)(=O)C.[Pd]. The product is [F:29][C:23]([F:28])([O:22][C:19]1[CH:20]=[CH:21][C:16]([N:13]2[CH:14]=[N:15][C:11]([C:8]3[CH:9]=[CH:10][C:5]([CH2:4][NH2:1])=[CH:6][CH:7]=3)=[N:12]2)=[CH:17][CH:18]=1)[C:24]([F:27])([F:26])[F:25]. The yield is 0.850. (3) The reactants are [NH2:1][C:2]1[C:3]([CH3:41])=[CH:4][C:5]2[CH2:11][C@@H:10]([NH:12][C:13]([N:15]3[CH2:20][CH2:19][CH:18]([N:21]4[CH2:30][C:29]5[C:24](=[CH:25][CH:26]=[CH:27][CH:28]=5)[NH:23][C:22]4=[O:31])[CH2:17][CH2:16]3)=[O:14])[C:9](=[O:32])[N:8]([CH2:33][C:34]3[CH:39]=[CH:38][CH:37]=[CH:36][CH:35]=3)[CH2:7][C:6]=2[CH:40]=1.[F:42][C:43]([F:48])([F:47])[C:44]([OH:46])=[O:45]. The catalyst is ClCCl. The product is [F:42][C:43]([F:48])([F:47])[C:44]([OH:46])=[O:45].[NH2:1][C:2]1[C:3]([CH3:41])=[CH:4][C:5]2[CH2:11][C@@H:10]([NH:12][C:13]([N:15]3[CH2:16][CH2:17][CH:18]([N:21]4[CH2:30][C:29]5[C:24](=[CH:25][CH:26]=[CH:27][CH:28]=5)[NH:23][C:22]4=[O:31])[CH2:19][CH2:20]3)=[O:14])[C:9](=[O:32])[N:8]([CH2:33][C:34]3[CH:39]=[CH:38][CH:37]=[CH:36][CH:35]=3)[CH2:7][C:6]=2[CH:40]=1. The yield is 0.640. (4) The reactants are [O:1]1[C:5]2([CH2:10][CH2:9][C:8](=O)[CH2:7][CH2:6]2)[O:4][CH2:3][CH2:2]1.C(N(S(F)(F)[F:18])CC)C. The catalyst is N1C=CC=CC=1. The product is [F:18][C:8]1[CH2:9][CH2:10][C:5]2([O:4][CH2:3][CH2:2][O:1]2)[CH2:6][CH:7]=1. The yield is 0.540.